From a dataset of Experimentally validated miRNA-target interactions with 360,000+ pairs, plus equal number of negative samples. Binary Classification. Given a miRNA mature sequence and a target amino acid sequence, predict their likelihood of interaction. (1) The miRNA is mmu-miR-669h-3p with sequence UAUGCAUAUACACACAUGCACA. The protein sequence of the target gene is MTLSTEMSDASGLAEETDIDVVGEGEDEEDEEEEDDDEGGGGGPRLAVPAQRRRRRRSYAGEDELEDLEEEEDDDDILLAPPAGGSPAPPGPAPAAGAGAGGGGGGGGAGGGGSAGSGAKNPLVKPPYSYIALITMAILQSPKKRLTLSEICEFISGRFPYYREKFPAWQNSIRHNLSLNDCFVKIPREPGNPGKGNYWTLDPESADMFDNGSFLRRRKRFKRQPLLPPNAAAAESLLLRGAGAAGGAGDPAAAAALFPPAPPPPPHAYGYGPYGCGYGLQLPPYAPPSALFAAAAAAAA.... Result: 0 (no interaction). (2) The miRNA is hsa-miR-6805-3p with sequence UUGCUCUGCUCCCCCGCCCCCAG. The protein sequence of the target gene is MEVQLGLGRVYPRPPSKTYRGAFQNLFQSVREVIQNPGPRHPEAASAAPPGASLLLLQQQQQQQQQQQQQQQQQQQQQQQETSPRQQQQQQGEDGSPQAHRRGPTGYLVLDEEQQPSQPQSALECHPERGCVPEPGAAVAASKGLPQQLPAPPDEDDSAAPSTLSLLGPTFPGLSSCSADLKDILSEASTMQLLQQQQQEAVSEGSSSGRAREASGAPTSSKDNYLGGTSTISDNAKELCKAVSVSMGLGVEALEHLSPGEQLRGDCMYAPLLGVPPAVRPTPCAPLAECKGSLLDDSAG.... Result: 0 (no interaction). (3) The miRNA is hsa-miR-16-5p with sequence UAGCAGCACGUAAAUAUUGGCG. The protein sequence of the target gene is MSRRLLPRAEKRRRRLEQRQQPDEQRRRSGAMVKMAAAGGGGGGGRYYGGGSEGGRAPKRLKTDNAGDQHGGGGGGGGGAGAAGGGGGGENYDDPHKTPASPVVHIRGLIDGVVEADLVEALQEFGPISYVVVMPKKRQALVEFEDVLGACNAVNYAADNQIYIAGHPAFVNYSTSQKISRPGDSDDSRSVNSVLLFTILNPIYSITTDVLYTICNPCGPVQRIVIFRKNGVQAMVEFDSVQSAQRAKASLNGADIYSGCCTLKIEYAKPTRLNVFKNDQDTWDYTNPNLSGQGDPGSNP.... Result: 1 (interaction). (4) The miRNA is mmu-miR-324-5p with sequence CGCAUCCCCUAGGGCAUUGGUGU. The protein sequence of the target gene is MTGYTPDEKLRLQQLRELRRRWLKDQELSPREPVLPPQKMGPMEKFWNKFLENKSPWRKMVHGVYKKSIFVFTHVLVPVWIIHYYMKYHVSEKPYGIVEKKSRIFPGDTILETGEVIPPMKEFPDQHH. Result: 0 (no interaction). (5) The miRNA is hsa-miR-532-5p with sequence CAUGCCUUGAGUGUAGGACCGU. The protein sequence of the target gene is MMHLRLFCILLAAVSGAEGWGYYGCDEELVGPLYARSLGASSYYSLLTAPRFARLHGISGWSPRIGDPNPWLQIDLMKKHRIRAVATQGSFNSWDWVTRYMLLYGDRVDSWTPFYQRGHNSTFFGNVNESAVVRHDLHFHFTARYIRIVPLAWNPRGKIGLRLGLYGCPYKADILYFDGDDAISYRFPRGVSRSLWDVFAFSFKTEEKDGLLLHAEGAQGDYVTLELEGAHLLLHMSLGSSPIQPRPGHTTVSAGGVLNDQHWHYVRVDRFGRDVNFTLDGYVQRFILNGDFERLNLDTE.... Result: 0 (no interaction). (6) The miRNA is hsa-miR-3173-5p with sequence UGCCCUGCCUGUUUUCUCCUUU. The protein sequence of the target gene is MAPVQLDNHQLIPPGGGGGSSGGGGSSSGSASAPAPPPPAAAVAAAAAAAASPGYRLSTLIEFLLHRAYSELMVLTDLLPRKSDVERKIEIVQFASRTRQLFVRLLALVKWANDAGKVEKCAMISSFLDQQAILFVDTADRLASLARDALVHARLPSFAIPYAIDVLTTGSYPRLPTCIRDKIIPPDPITKIEKQATLHQLNQILRHRLVTTDLPPQLANLTVANGRVKFRVEGEFEATLTVMGDDPEVPWRLLKLEILVEDKETGDGRALVHSMQIDFIHQLVQSRLFADEKPLQDMYN.... Result: 0 (no interaction). (7) The miRNA is mmu-miR-15b-5p with sequence UAGCAGCACAUCAUGGUUUACA. Result: 0 (no interaction). The protein sequence of the target gene is MLTRLFSEPGLLSDVPKFASWGDGDDDEPRSDKGDAPPQPPPAPGSGAPGPARAAKPVSLRGGEEIPEPTLAEVKEEGELGGEEEEEEEEEEGLDEAEGERPKKRGPKKRKMTKARLERSKLRRQKANARERNRMHDLNAALDNLRKVVPCYSKTQKLSKIETLRLAKNYIWALSEILRSGKRPDLVSYVQTLCKGLSQPTTNLVAGCLQLNSRNFLTEQGADGAGRFHGSGGPFAMHPYPYPCSRLAGAQCQAAGGLGGGAAHALRTHGYCAAYETLYAAAGGGGASPDYNSSEYEGPL....